From a dataset of Forward reaction prediction with 1.9M reactions from USPTO patents (1976-2016). Predict the product of the given reaction. The product is: [F:22][C:23]1[C:28]([F:29])=[CH:27][CH:26]=[CH:25][C:24]=1[C:30]1[CH:38]=[CH:37][CH:36]=[C:35]2[C:31]=1[C:32](=[CH:20][C:3]1[NH:4][C:5]3[CH2:10][CH2:9][N:8]([CH2:11][CH2:12][N:13]4[CH2:14][CH2:15][O:16][CH2:17][CH2:18]4)[C:7](=[O:19])[C:6]=3[C:2]=1[CH3:1])[C:33](=[O:39])[NH:34]2. Given the reactants [CH3:1][C:2]1[C:6]2[C:7](=[O:19])[N:8]([CH2:11][CH2:12][N:13]3[CH2:18][CH2:17][O:16][CH2:15][CH2:14]3)[CH2:9][CH2:10][C:5]=2[NH:4][C:3]=1[CH:20]=O.[F:22][C:23]1[C:28]([F:29])=[CH:27][CH:26]=[CH:25][C:24]=1[C:30]1[CH:38]=[CH:37][CH:36]=[C:35]2[C:31]=1[CH2:32][C:33](=[O:39])[NH:34]2, predict the reaction product.